Task: Token-level Classification. Given an antibody amino acid sequence, predict which amino acid positions are active in antigen binding. Output is a list of indices for active paratope positions.. Dataset: Antibody paratope prediction from SAbDab with 1,023 antibody chains (1) Given the antibody sequence: DIVLTQSPASLAVSLGQRATISCKASQSVDYDGDSYMNWYQQKPGQPPKLLIYAASNLESGIPARFSGSGSGTDFTLNIHPVEEEDAATYYCQQSNEDPYTFGGGTKLEIK, which amino acid positions are active in antigen binding (paratope)? The paratope positions are: [30, 31, 32, 33]. (2) The paratope positions are: [52, 83, 84, 85, 104, 105, 106, 107, 108]. Given the antibody sequence: QVQLQQSGPEVVKPGASVKMSCKASGYTFTSYVIHWVRQKPGQGLDWIGYINPYNDGTDYDEKFKGKATLTSDTSTSTAYMELSSLRSEDTAVYYCAREKDNYATGAWFAYWGQGTLVTVSS, which amino acid positions are active in antigen binding (paratope)? (3) Given the antibody sequence: EVQLQQSGPELEKPGASVKISCKASGYSFTGYTMNWVKQSHGKSLEWIGLITPYNGASSYNQKFRGKATLTVDKSSSTAYMDLLSLTSEDSAVYFCARGGYDGRGFDYWGSGTPVTVSS, which amino acid positions are active in antigen binding (paratope)? The paratope positions are: [52, 83, 84, 85, 104, 105].